This data is from Full USPTO retrosynthesis dataset with 1.9M reactions from patents (1976-2016). The task is: Predict the reactants needed to synthesize the given product. The reactants are: O=P12OP3(OP(OP(O3)(O1)=O)(=O)O2)=O.[O:15]=[C:16]1[C:21]2=[CH:22][C:23]3[CH:24]=[CH:25][C:26]([C:29]([OH:31])=O)=[CH:27][C:28]=3[N:20]2[CH2:19][CH2:18][NH:17]1.[NH2:32][C:33]1[C:38]([N+:39]([O-:41])=[O:40])=[C:37]([CH3:42])[CH:36]=[CH:35][C:34]=1O. Given the product [CH3:42][C:37]1[CH:36]=[CH:35][C:34]2[O:31][C:29]([C:26]3[CH:25]=[CH:24][C:23]4[CH:22]=[C:21]5[C:16](=[O:15])[NH:17][CH2:18][CH2:19][N:20]5[C:28]=4[CH:27]=3)=[N:32][C:33]=2[C:38]=1[N+:39]([O-:41])=[O:40], predict the reactants needed to synthesize it.